This data is from Forward reaction prediction with 1.9M reactions from USPTO patents (1976-2016). The task is: Predict the product of the given reaction. (1) Given the reactants [CH3:1][O:2][C:3]1[CH:4]=[C:5]([C:11]2[NH:12][C:13]([C:16]([OH:28])([CH2:21][C:22]3[CH:27]=[CH:26][CH:25]=[CH:24][CH:23]=3)[C:17](OC)=[O:18])=[N:14][N:15]=2)[CH:6]=[C:7]([O:9][CH3:10])[CH:8]=1.[OH-].[Na+].[F:31][C:32]1[CH:37]=[CH:36][C:35]([C@H:38]([N:40]=[C:41]=[O:42])[CH3:39])=[CH:34][CH:33]=1, predict the reaction product. The product is: [CH2:21]([C:16]1([C:13]2[NH:12][C:11]([C:5]3[CH:6]=[C:7]([O:9][CH3:10])[CH:8]=[C:3]([O:2][CH3:1])[CH:4]=3)=[N:15][N:14]=2)[O:28][C:41](=[O:42])[N:40]([C@@H:38]([C:35]2[CH:34]=[CH:33][C:32]([F:31])=[CH:37][CH:36]=2)[CH3:39])[C:17]1=[O:18])[C:22]1[CH:27]=[CH:26][CH:25]=[CH:24][CH:23]=1. (2) Given the reactants [NH:1]1[CH2:6][CH2:5][CH2:4][C@H:3]([C:7]([O:9][CH2:10][CH3:11])=[O:8])[CH2:2]1.CCN(CC)CC.[C:19](Cl)(=[O:24])[CH2:20][CH:21]([CH3:23])[CH3:22], predict the reaction product. The product is: [CH3:22][CH:21]([CH3:23])[CH2:20][C:19]([N:1]1[CH2:6][CH2:5][CH2:4][C@H:3]([C:7]([O:9][CH2:10][CH3:11])=[O:8])[CH2:2]1)=[O:24]. (3) Given the reactants C1OC2C=CC(C[O:7][C:8](=O)[C@H:9]([N:20]([CH2:35][C:36]3[CH:41]=[CH:40][C:39]4[O:42][CH2:43][O:44][C:38]=4[CH:37]=3)[S:21]([C:24]3[C:29]([CH3:30])=[CH:28][C:27]([O:31][CH3:32])=[C:26]([CH3:33])[C:25]=3[CH3:34])(=[O:23])=[O:22])[C@@H:10]([O:12][Si](CC)(CC)CC)[CH3:11])=CC=2O1.[CH2:50]([O:57][NH2:58])[C:51]1[CH:56]=[CH:55][CH:54]=[CH:53][CH:52]=1.C1C=CC2N(O)N=NC=2C=1.CCN=C=NCCCN(C)C, predict the reaction product. The product is: [CH2:50]([O:57][NH:58][C:8](=[O:7])[C@H:9]([N:20]([CH2:35][C:36]1[CH:41]=[CH:40][C:39]2[O:42][CH2:43][O:44][C:38]=2[CH:37]=1)[S:21]([C:24]1[C:29]([CH3:30])=[CH:28][C:27]([O:31][CH3:32])=[C:26]([CH3:33])[C:25]=1[CH3:34])(=[O:23])=[O:22])[C@@H:10]([OH:12])[CH3:11])[C:51]1[CH:56]=[CH:55][CH:54]=[CH:53][CH:52]=1. (4) Given the reactants Cl.Cl.[OH:3][C@H:4]1[C@H:8]([OH:9])[C@@H:7]([CH2:10][OH:11])[NH:6][C@H:5]1[C:12]1[C:16]2[N:17]=[CH:18][NH:19][C:20](=[O:21])[C:15]=2[NH:14][CH:13]=1.CO.C(N(CC)CC)C.[C:31](O[C:31]([O:33][C:34]([CH3:37])([CH3:36])[CH3:35])=[O:32])([O:33][C:34]([CH3:37])([CH3:36])[CH3:35])=[O:32], predict the reaction product. The product is: [OH:9][C@H:8]1[C@H:4]([OH:3])[C@H:5]([C:12]2[C:16]3[N:17]=[CH:18][NH:19][C:20](=[O:21])[C:15]=3[NH:14][CH:13]=2)[N:6]([C:31]([O:33][C:34]([CH3:37])([CH3:36])[CH3:35])=[O:32])[C@@H:7]1[CH2:10][OH:11]. (5) Given the reactants C(N(C(C)C)CC)(C)C.[NH2:10][CH2:11][CH2:12][NH:13][C:14]1[C:15]([C:33](O)=[O:34])=[N:16][N:17]([C:26]2[CH:31]=[CH:30][CH:29]=[CH:28][C:27]=2[Cl:32])[C:18]=1[C:19]1[CH:24]=[CH:23][C:22]([Cl:25])=[CH:21][CH:20]=1.CN(C(ON1N=NC2C=CC=NC1=2)=[N+](C)C)C.F[P-](F)(F)(F)(F)F, predict the reaction product. The product is: [Cl:25][C:22]1[CH:23]=[CH:24][C:19]([C:18]2[N:17]([C:26]3[CH:31]=[CH:30][CH:29]=[CH:28][C:27]=3[Cl:32])[N:16]=[C:15]3[C:33](=[O:34])[NH:10][CH2:11][CH2:12][NH:13][C:14]=23)=[CH:20][CH:21]=1.